Dataset: Reaction yield outcomes from USPTO patents with 853,638 reactions. Task: Predict the reaction yield, written as a fraction of the theoretical maximum amount of product (1.0 means a 100% yield; for example, 0.34 means a 34% yield). The reactants are Cl.O1CCOCC1.C(OC([N:15]1[C:19]2=[C:20]([NH:35][S:36]([CH:39]3[CH2:42][CH:41]([O:43][CH2:44][C:45]4[CH:50]=[CH:49][CH:48]=[CH:47][CH:46]=4)[CH2:40]3)(=[O:38])=[O:37])[C:21]([NH:26][C:27]3[CH:32]=[CH:31][C:30]([I:33])=[CH:29][C:28]=3[F:34])=[C:22]([CH3:25])[C:23](=[O:24])[N:18]2[CH2:17][CH2:16]1)=O)(C)(C)C.CO. The catalyst is C(Cl)(Cl)Cl. The product is [F:34][C:28]1[CH:29]=[C:30]([I:33])[CH:31]=[CH:32][C:27]=1[NH:26][C:21]1[C:20]([NH:35][S:36]([CH:39]2[CH2:42][CH:41]([O:43][CH2:44][C:45]3[CH:46]=[CH:47][CH:48]=[CH:49][CH:50]=3)[CH2:40]2)(=[O:38])=[O:37])=[C:19]2[NH:15][CH2:16][CH2:17][N:18]2[C:23](=[O:24])[C:22]=1[CH3:25]. The yield is 0.558.